This data is from Catalyst prediction with 721,799 reactions and 888 catalyst types from USPTO. The task is: Predict which catalyst facilitates the given reaction. (1) Reactant: C(OC([N:8]1[CH2:13][CH2:12][N:11]([C:14]2[CH:19]=[CH:18][C:17]([C:20]3[N:21]=[N:22][N:23]([CH3:25])[N:24]=3)=[CH:16][CH:15]=2)[CH2:10][CH2:9]1)=O)(C)(C)C.[ClH:26]. Product: [ClH:26].[CH3:25][N:23]1[N:22]=[N:21][C:20]([C:17]2[CH:16]=[CH:15][C:14]([N:11]3[CH2:12][CH2:13][NH:8][CH2:9][CH2:10]3)=[CH:19][CH:18]=2)=[N:24]1. The catalyst class is: 12. (2) Reactant: [CH2:1]([O:8][N:9]1[C:14]2[N:15]=[CH:16][N:17]=[CH:18][C:13]=2[C:12]([NH:19][CH:20]([C:22]2[CH:27]=[CH:26][CH:25]=[CH:24][CH:23]=2)[CH3:21])=[C:11](C(OCC)=O)[C:10]1=[O:33])[C:2]1[CH:7]=[CH:6][CH:5]=[CH:4][CH:3]=1.[OH-].[Na+]. Product: [CH2:1]([O:8][N:9]1[C:14]2[N:15]=[CH:16][N:17]=[CH:18][C:13]=2[C:12]([NH:19][CH:20]([C:22]2[CH:23]=[CH:24][CH:25]=[CH:26][CH:27]=2)[CH3:21])=[CH:11][C:10]1=[O:33])[C:2]1[CH:7]=[CH:6][CH:5]=[CH:4][CH:3]=1. The catalyst class is: 5. (3) Reactant: C([O:3][C:4](=[O:23])[C:5]([N:7]([C:14]1[C:19]([CH3:20])=[CH:18][C:17]([CH3:21])=[CH:16][C:15]=1[CH3:22])[C:8]1[CH:13]=[CH:12][CH:11]=[CH:10][CH:9]=1)=[O:6])C.[OH-].[Na+].C(OCC)C. Product: [C:15]1([CH3:22])[CH:16]=[C:17]([CH3:21])[CH:18]=[C:19]([CH3:20])[C:14]=1[N:7]([C:8]1[CH:13]=[CH:12][CH:11]=[CH:10][CH:9]=1)[C:5](=[O:6])[C:4]([OH:23])=[O:3]. The catalyst class is: 1. (4) Reactant: C(OC(=O)[N:7]([CH2:31][CH:32]1[CH2:34][CH2:33]1)[C@@H:8]1[CH2:10][C@H:9]1[C:11]1[CH:16]=[CH:15][C:14]([NH:17][C:18](=[O:30])[C:19]2[CH:24]=[C:23]([C:25]([F:28])([F:27])[F:26])[CH:22]=[CH:21][C:20]=2[F:29])=[CH:13][CH:12]=1)(C)(C)C.[ClH:36].COC1CCCC1. Product: [ClH:36].[CH:32]1([CH2:31][NH:7][C@@H:8]2[CH2:10][C@H:9]2[C:11]2[CH:12]=[CH:13][C:14]([NH:17][C:18](=[O:30])[C:19]3[CH:24]=[C:23]([C:25]([F:27])([F:28])[F:26])[CH:22]=[CH:21][C:20]=3[F:29])=[CH:15][CH:16]=2)[CH2:33][CH2:34]1. The catalyst class is: 1. (5) Reactant: [Cl-].C([Al+]CC)C.[F:7][C:8]1[CH:14]=[CH:13][C:12]([F:15])=[CH:11][C:9]=1[NH2:10].[C:16]1(=[O:20])[O:19][CH2:18][CH2:17]1.Cl. Product: [F:7][C:8]1[CH:14]=[CH:13][C:12]([F:15])=[CH:11][C:9]=1[NH:10][C:18](=[O:19])[CH2:17][CH2:16][OH:20]. The catalyst class is: 4. (6) The catalyst class is: 428. Reactant: [OH:1][CH2:2][C:3]1[C:4]([O:12][CH3:13])=[CH:5][C:6]2[C:7]([CH:11]=1)=[N:8][O:9][N:10]=2. Product: [CH3:13][O:12][C:4]1[C:3]([CH:2]=[O:1])=[CH:11][C:7]2=[N:8][O:9][N:10]=[C:6]2[CH:5]=1.